Predict the product of the given reaction. From a dataset of Forward reaction prediction with 1.9M reactions from USPTO patents (1976-2016). Given the reactants [CH3:1][O:2][C:3]1[CH:4]=[C:5]([CH2:20][C:21]([O:23]C2C(F)=C(F)C(F)=C(F)C=2F)=O)[CH:6]=[CH:7][C:8]=1[NH:9][C:10]([NH:12][C:13]1[CH:18]=[CH:17][CH:16]=[CH:15][C:14]=1[CH3:19])=[O:11].[Cl:35][C:36]1[CH:37]=[C:38]([CH:43]=[CH:44][C:45]=1[O:46][CH2:47][CH:48]1[CH2:52][CH2:51][CH2:50][NH:49]1)[C:39]([O:41][CH3:42])=[O:40].CCN(CC)CC, predict the reaction product. The product is: [Cl:35][C:36]1[CH:37]=[C:38]([CH:43]=[CH:44][C:45]=1[O:46][CH2:47][CH:48]1[CH2:52][CH2:51][CH2:50][N:49]1[C:21](=[O:23])[CH2:20][C:5]1[CH:6]=[CH:7][C:8]([NH:9][C:10]([NH:12][C:13]2[CH:18]=[CH:17][CH:16]=[CH:15][C:14]=2[CH3:19])=[O:11])=[C:3]([O:2][CH3:1])[CH:4]=1)[C:39]([O:41][CH3:42])=[O:40].